From a dataset of Reaction yield outcomes from USPTO patents with 853,638 reactions. Predict the reaction yield, written as a fraction of the theoretical maximum amount of product (1.0 means a 100% yield; for example, 0.34 means a 34% yield). (1) The reactants are [H-].[H-].[H-].[H-].[Li+].[Al+3].[N:7]1([CH2:12][CH2:13][CH2:14][O:15][C:16]2[CH:21]=[CH:20][C:19]([C:22]3([C:28]#[N:29])[CH2:27][CH2:26][O:25][CH2:24][CH2:23]3)=[CH:18][CH:17]=2)[CH2:11][CH2:10][CH2:9][CH2:8]1.[OH-].[Na+].[ClH:32]. The catalyst is CCOCC.C(Cl)Cl.O1CCOCC1. The product is [ClH:32].[ClH:32].[N:7]1([CH2:12][CH2:13][CH2:14][O:15][C:16]2[CH:21]=[CH:20][C:19]([C:22]3([CH2:28][NH2:29])[CH2:23][CH2:24][O:25][CH2:26][CH2:27]3)=[CH:18][CH:17]=2)[CH2:11][CH2:10][CH2:9][CH2:8]1. The yield is 0.810. (2) The reactants are [Cl-].O[NH3+:3].[C:4](=[O:7])([O-])[OH:5].[Na+].CS(C)=O.[CH2:13]([C:17]1[N:18]([CH2:36][C:37]2[CH:42]=[CH:41][C:40]([C:43]3[C:44]([C:49]#[N:50])=[CH:45][CH:46]=[CH:47][CH:48]=3)=[CH:39][CH:38]=2)[C:19](=[O:35])[C:20]([C:26]2[CH:31]=[CH:30][C:29]([O:32][CH2:33][CH3:34])=[CH:28][CH:27]=2)=[C:21]([CH:23]2[CH2:25][CH2:24]2)[N:22]=1)[CH2:14][CH2:15][CH3:16]. The catalyst is O. The product is [CH2:13]([C:17]1[N:18]([CH2:36][C:37]2[CH:38]=[CH:39][C:40]([C:43]3[CH:48]=[CH:47][CH:46]=[CH:45][C:44]=3[C:49]3[NH:3][C:4](=[O:7])[O:5][N:50]=3)=[CH:41][CH:42]=2)[C:19](=[O:35])[C:20]([C:26]2[CH:31]=[CH:30][C:29]([O:32][CH2:33][CH3:34])=[CH:28][CH:27]=2)=[C:21]([CH:23]2[CH2:24][CH2:25]2)[N:22]=1)[CH2:14][CH2:15][CH3:16]. The yield is 0.900. (3) The reactants are Br.[N:2]1[CH:7]=[CH:6][CH:5]=[C:4]([O:8][C:9]2[CH:14]=[CH:13][C:12]([C:15]3[O:19][C:18]([NH2:20])=[N:17][N:16]=3)=[CH:11][CH:10]=2)[CH:3]=1.[F:21][C:22]1[CH:30]=[CH:29][C:25]([C:26](Cl)=[O:27])=[CH:24][C:23]=1[C:31]([F:34])([F:33])[F:32]. The catalyst is N1C=CC=CC=1.CO. The product is [F:21][C:22]1[CH:30]=[CH:29][C:25]([C:26]([NH:20][C:18]2[O:19][C:15]([C:12]3[CH:11]=[CH:10][C:9]([O:8][C:4]4[CH:3]=[N:2][CH:7]=[CH:6][CH:5]=4)=[CH:14][CH:13]=3)=[N:16][N:17]=2)=[O:27])=[CH:24][C:23]=1[C:31]([F:32])([F:33])[F:34]. The yield is 0.473. (4) The reactants are [CH2:1]([C:5]1[N:6]=[C:7]([CH3:27])[NH:8][C:9](=[O:26])[C:10]=1[CH2:11][C:12]1[CH:17]=[CH:16][C:15]([C:18]2[C:19]([C:24]#[N:25])=[CH:20][CH:21]=[CH:22][CH:23]=2)=[CH:14][CH:13]=1)[CH2:2][CH2:3][CH3:4].[H-].[Na+].CN(C)C=O.Cl[CH2:36][C:37]1[CH:42]=[CH:41][C:40]([O:43][CH3:44])=[CH:39][CH:38]=1. The catalyst is C(OCC)(=O)C. The product is [CH2:1]([C:5]1[N:6]=[C:7]([CH3:27])[N:8]([CH2:36][C:37]2[CH:42]=[CH:41][C:40]([O:43][CH3:44])=[CH:39][CH:38]=2)[C:9](=[O:26])[C:10]=1[CH2:11][C:12]1[CH:17]=[CH:16][C:15]([C:18]2[C:19]([C:24]#[N:25])=[CH:20][CH:21]=[CH:22][CH:23]=2)=[CH:14][CH:13]=1)[CH2:2][CH2:3][CH3:4]. The yield is 0.620. (5) The reactants are [CH3:1][O:2][C:3]1[N:8]=[C:7]([C:9](O)=[O:10])[CH:6]=[CH:5][CH:4]=1.[H-].[Al+3].[Li+].[H-].[H-].[H-].[C@H](O)(C([O-])=O)[C@@H](O)C([O-])=O.[Na+].[K+]. The catalyst is O1CCCC1. The product is [CH3:1][O:2][C:3]1[N:8]=[C:7]([CH2:9][OH:10])[CH:6]=[CH:5][CH:4]=1. The yield is 0.690. (6) The reactants are [C:1]([C:4]1[CH:5]=[N:6][CH:7]=[CH:8][CH:9]=1)(=O)[CH3:2].CO.C([BH3-])#[N:13].[Na+].[OH-].[Na+]. The catalyst is N.C(O)(=O)C. The product is [N:6]1[CH:7]=[CH:8][CH:9]=[C:4]([CH:1]([NH2:13])[CH3:2])[CH:5]=1. The yield is 0.440. (7) The reactants are C([O:3][C:4]([C:6]1[CH:7]=[C:8]([C:13]2[N:18]=[C:17]([CH3:19])[N:16]=[C:15]([NH2:20])[N:14]=2)[C:9](F)=[N:10][CH:11]=1)=[CH2:5])C.[C:21]1([S:27]([C:30]2[CH:31]=[C:32]([NH2:36])[CH:33]=[N:34][CH:35]=2)(=[O:29])=[O:28])[CH:26]=[CH:25][CH:24]=[CH:23][CH:22]=1.C[Si]([N-][Si](C)(C)C)(C)C.[Na+]. The catalyst is C1COCC1.CCOC(C)=O. The product is [NH2:20][C:15]1[N:16]=[C:17]([CH3:19])[N:18]=[C:13]([C:8]2[CH:7]=[C:6]([C:4](=[O:3])[CH3:5])[CH:11]=[N:10][C:9]=2[NH:36][C:32]2[CH:33]=[N:34][CH:35]=[C:30]([S:27]([C:21]3[CH:26]=[CH:25][CH:24]=[CH:23][CH:22]=3)(=[O:29])=[O:28])[CH:31]=2)[N:14]=1. The yield is 0.440. (8) The reactants are [H-].[Na+].O[C:4]1[CH:9]=[CH:8][CH:7]=[CH:6][N:5]=1.[H][H].[C:12]([O-:15])([O-])=O.[K+].[K+].Br.[NH2:19][C:20]1[S:21]C(Br)=[CH:23][N:24]=1. The catalyst is COCCOC. The product is [N:5]1[CH:6]=[CH:7][CH:8]=[C:9]([O:15][C:12]2[S:21][C:20]([NH2:19])=[N:24][CH:23]=2)[CH:4]=1. The yield is 0.0300.